This data is from Forward reaction prediction with 1.9M reactions from USPTO patents (1976-2016). The task is: Predict the product of the given reaction. (1) Given the reactants [CH3:1][C:2]1[N:3]2[CH:9]=[C:8]([C:10]([OH:12])=O)[N:7]=[C:4]2[S:5][CH:6]=1.[CH3:13][C:14]1[CH:18]=[C:17]([CH3:19])[NH:16][N:15]=1, predict the reaction product. The product is: [CH3:13][C:14]1[CH:18]=[C:17]([CH3:19])[N:16]([C:10]([C:8]2[N:7]=[C:4]3[N:3]([CH:9]=2)[C:2]([CH3:1])=[CH:6][S:5]3)=[O:12])[N:15]=1. (2) Given the reactants [N+:1]([C:4]1[CH:9]=[CH:8][CH:7]=[CH:6][C:5]=1[CH2:10][C:11]([O:13][C:14]([CH3:17])([CH3:16])[CH3:15])=[O:12])([O-:3])=[O:2].[Br:18]N1C(=O)CCC1=O.N(C(C)(C)C#N)=NC(C)(C)C#N, predict the reaction product. The product is: [Br:18][CH:10]([C:5]1[CH:6]=[CH:7][CH:8]=[CH:9][C:4]=1[N+:1]([O-:3])=[O:2])[C:11]([O:13][C:14]([CH3:17])([CH3:16])[CH3:15])=[O:12].